Dataset: Catalyst prediction with 721,799 reactions and 888 catalyst types from USPTO. Task: Predict which catalyst facilitates the given reaction. (1) Reactant: [H-].[H-].[H-].[H-].[Li+].[Al+3].[Cl:7][C:8]1[CH:13]=[CH:12][CH:11]=[CH:10][C:9]=1[C@@H:14]1[O:18][C:17]([CH3:20])([CH3:19])[O:16][C@H:15]1[C:21](OC)=[O:22]. Product: [Cl:7][C:8]1[CH:13]=[CH:12][CH:11]=[CH:10][C:9]=1[C@@H:14]1[O:18][C:17]([CH3:19])([CH3:20])[O:16][C@H:15]1[CH2:21][OH:22]. The catalyst class is: 1. (2) Reactant: [CH3:1][O:2][C:3]1[CH:4]=[C:5]([NH2:11])[CH:6]=[C:7]([O:9][CH3:10])[CH:8]=1.[CH3:12][C:13](OC(C)=O)=[O:14].CCCCCC. Product: [CH3:10][O:9][C:7]1[CH:6]=[C:5]([NH:11][C:13](=[O:14])[CH3:12])[CH:4]=[C:3]([O:2][CH3:1])[CH:8]=1. The catalyst class is: 11.